This data is from Full USPTO retrosynthesis dataset with 1.9M reactions from patents (1976-2016). The task is: Predict the reactants needed to synthesize the given product. (1) Given the product [OH:22][CH:20]1[CH2:19][CH2:18][N:17]([C:23]([O:25][C:26]([CH3:29])([CH3:28])[CH3:27])=[O:24])[C@@H:16]([C:14](=[O:15])[NH:13][C@H:11]([C:8]2[CH:9]=[CH:10][C:5]([C:3]([O:2][CH3:1])=[O:4])=[CH:6][CH:7]=2)[CH3:12])[CH2:21]1, predict the reactants needed to synthesize it. The reactants are: [CH3:1][O:2][C:3]([C:5]1[CH:10]=[CH:9][C:8]([C@@H:11]([NH:13][C:14]([C@H:16]2[CH2:21][C:20](=[O:22])[CH2:19][CH2:18][N:17]2[C:23]([O:25][C:26]([CH3:29])([CH3:28])[CH3:27])=[O:24])=[O:15])[CH3:12])=[CH:7][CH:6]=1)=[O:4].[BH4-].[Na+]. (2) The reactants are: [CH2:1]([NH:3][C:4]1[N:5]=[CH:6][C:7]2[C:16](=[O:17])[N:15]([C:18]3[CH:19]=[C:20]([CH:25]=[CH:26][CH:27]=3)[C:21]([NH:23][NH2:24])=[O:22])[CH2:14][C@H:13]3[N:9]([CH2:10][CH2:11][CH2:12]3)[C:8]=2[N:28]=1)[CH3:2].[C:29]1(CC(Cl)=O)[CH:34]=[CH:33][CH:32]=[CH:31][CH:30]=1.C(N([CH2:44][CH3:45])CC)C.CN(C=[O:50])C. Given the product [C:29]1([NH:24][N:23]([C:44](=[O:50])[CH3:45])[C:21](=[O:22])[C:20]2[CH:25]=[CH:26][CH:27]=[C:18]([N:15]3[CH2:14][C@H:13]4[N:9]([CH2:10][CH2:11][CH2:12]4)[C:8]4[N:28]=[C:4]([NH:3][CH2:1][CH3:2])[N:5]=[CH:6][C:7]=4[C:16]3=[O:17])[CH:19]=2)[CH:34]=[CH:33][CH:32]=[CH:31][CH:30]=1, predict the reactants needed to synthesize it. (3) Given the product [F:23][C:22]([F:24])([F:25])[O:21][C:18]1[CH:17]=[CH:16][C:15]([C:14]2([CH:11]3[CH2:10][CH2:9][NH:8][CH2:13][CH2:12]3)[O:28][C:27]3[CH:29]=[CH:31][CH:32]=[CH:33][C:34]=3[O:26]2)=[CH:20][CH:19]=1, predict the reactants needed to synthesize it. The reactants are: C(OC([N:8]1[CH2:13][CH2:12][CH:11]([C:14](=[O:26])[C:15]2[CH:20]=[CH:19][C:18]([O:21][C:22]([F:25])([F:24])[F:23])=[CH:17][CH:16]=2)[CH2:10][CH2:9]1)=O)(C)(C)C.[C:27]1([C:29](=[CH:31][CH:32]=[CH:33][CH:34]=1)O)[OH:28].CC1C=CC(S(O)(=O)=O)=CC=1.O.